Dataset: Experimentally validated miRNA-target interactions with 360,000+ pairs, plus equal number of negative samples. Task: Binary Classification. Given a miRNA mature sequence and a target amino acid sequence, predict their likelihood of interaction. (1) Result: 0 (no interaction). The protein sequence of the target gene is MDPLSELQDDLTLDDTSQALNQLKLASIDEKNWPSDEMPDFPKSDDSKSSSPEPVTHLKWDDPYYDIARHQIVEVAGDDKYGRKIIVFSACRMPPSHQLDHSKLLGYLKHTLDQYVESDYTLLYLHHGLTSDNKPSLSWLRDAYREFDRKYKKNIKALYIVHPTMFIKTLLILFKPLISFKFGRKIFYVNYLSELSEHVKLEQLGIPRQVLKYDDFLKSTQKSPATAPKPMPPRPPLPNQQFGVSLQHLQEKSPGQDPIPIVLRETVAYLQAHALTTEGIFRRSANTQVVREVQQKYNMG.... The miRNA is cel-miR-74-3p with sequence UGGCAAGAAAUGGCAGUCUACA. (2) The miRNA is mmu-miR-200b-5p with sequence CAUCUUACUGGGCAGCAUUGGA. The protein sequence of the target gene is MGNVLAASSPPAGPPPPPTPSLVGLPPPPPSPPGFTLPPLGGGLGTGSSTGRGSERTPGAAASGAAAASEDGSCGCLPNPGTFEECHRKCKELFPVQMEGVKLTVNKGLSNRFQVTHTVALGTIGESNYHFGVTYVGTKQLSPTEAFPVLVGDMDNSGSLNAQVIHQLSPGLRSKMAIQTQQSKFVNWQVDGEYRGSDFTAAVTLGNPDVLVGSGILVAHYLQSITPCLALGGELVYHRRPGEEGTVMSLAGKYTLNNWLATVTLGQAGMHATYYHKASDQLQVGVEFEASTRMQDTSAS.... Result: 0 (no interaction). (3) The miRNA is hsa-miR-548t-3p with sequence AAAAACCACAAUUACUUUUGCACCA. The protein sequence of the target gene is MEPSPAAGGLETTRLVSPRDRGGAGGSLRLKSLFTEPSEPLPEESKPVEMPFHHCHRDPLPPPGLTPERLHARRQLYAACAVCFVFMAGEVVGGYLAHSLAIMTDAAHLLADVGSMMGSLFSLWLSTRPATRTMTFGWHRSETLGALASVVSLWMVTGILLYLAFVRLLHSDYHIEGGAMLLTASIAVCANLLMAFVLHQAGPPHSHGSRGAEYAPLEEGPEEPLPLGNTSVRAAFVHVLGDLLQSFGVLAASILIYFKPQYKAADPISTFLFSICALGSTAPTLRDVLRILMEGTPRNV.... Result: 1 (interaction). (4) The miRNA is hsa-miR-1247-3p with sequence CCCCGGGAACGUCGAGACUGGAGC. The protein sequence of the target gene is MEVEAVCGGAGEVEAQDSDPAPAFSKAPGSAGHYELPWVEKYRPVKLNEIVGNEDTVSRLEVFAREGNVPNIIIAGPPGTGKTTSILCLARALLGPALKDAMLELNASNDRGIDVVRNKIKMFAQQKVTLPKGRHKIIILDEADSMTDGAQQALRRTMEIYSKTTRFALACNASDKIIEPIQSRCAVLRYTKLTDAQILTRLMNVIEKERVPYTDDGLEAIIFTAQGDMRQALNNLQSTFSGFGFINSENVFKVCDEPHPLLVKEMIQHCVNANIDEAYKILAHLWHLGYSPEDIIGNIF.... Result: 0 (no interaction). (5) The miRNA is hsa-miR-1537-5p with sequence AGCUGUAAUUAGUCAGUUUUCU. The protein sequence of the target gene is MDRETRTFAERYYRDLRDPVPSGGGGPTPSGVTFIQTPNAFSYADFVKGFLLPNLPCVFSSAFTEGWGSRRRWVTSEGKPDFEYLQQKYGDAVVPVANCGVREYNSNPKEHMSFRDYISYWKDYIQGSYSSSRGCLYLKDWHLCRDSLVNDLEDIFTLPVYFSSDWLNEFWDVLNVDDYRFVYAGPRGTWSPFHADIFRSFSWSVNICGKKKWLFFPPGEEEALRDCHGNLPYDVTSTELLDTHLYPKIQHHSLPIEVIQEPGEMVFVPSGWHHQVYNLDDTISINHNWVNGCNLPNMWH.... Result: 0 (no interaction). (6) The miRNA is mmu-miR-21a-5p with sequence UAGCUUAUCAGACUGAUGUUGA. The protein sequence of the target gene is MFLTALLWRGRIPGRQWIGKHRRPRFVSLRAKQNMIRRLEIEAENHYWLSMPYMTREQERGHAAVRRREAFEAIKAAATSKFPPHRFIADQLDHLNVTKKWS. Result: 0 (no interaction). (7) The miRNA is hsa-miR-6790-3p with sequence CGACCUCGGCGACCCCUCACU. The protein sequence of the target gene is MAVRALKLLTTLLAVVAAASQAEVESEAGWGMVTPDLLFAEGTAAYARGDWPGVVLSMERALRSRAALRALRLRCRTQCAADFPWELDPDWSPSPAQASGAAALRDLSFFGGLLRRAACLRRCLGPPAAHSLSEEMELEFRKRSPYNYLQVAYFKINKLEKAVAAAHTFFVGNPEHMEMQQNLDYYQTMSGVKEADFKDLETQPHMQEFRLGVRLYSEEQPQEAVPHLEAALQEYFVAYEECRALCEGPYDYDGYNYLEYNADLFQAITDHYIQVLNCKQNCVTELASHPSREKPFEDFL.... Result: 0 (no interaction). (8) The miRNA is hsa-miR-642b-3p with sequence AGACACAUUUGGAGAGGGACCC. The protein sequence of the target gene is MSRRKQSKPRQIKRPLEDAIEDEEEECPSEETDIISKGDFPLEESFSTEFGPENLSCEEVEYFCNKGDDEGIQETAESDGDTQSEKPGQPGVETDDWDGPGELEVFQKDGERKIQSRQQLPVGTTWGPFPGKMDLNNNSLKTKAQVPMVLTAGPKWLLDVTWQGVEDNKNNCIVYSKGGQLWCTTTKAISEGEELIAFVVDFDSRLQAASQMTLTEGMYPARLLDSIQLLPQQAAMASILPTAIVNKDIFPCKSCGIWYRSERNLQAHLMYYCSGRQREAAPVSEENEDSAHQISSLCPF.... Result: 0 (no interaction).